This data is from Full USPTO retrosynthesis dataset with 1.9M reactions from patents (1976-2016). The task is: Predict the reactants needed to synthesize the given product. (1) Given the product [NH2:1][C:2]1[S:3][C:4]([I:12])=[C:5]([C:7]([O:9][CH2:10][CH3:11])=[O:8])[N:6]=1, predict the reactants needed to synthesize it. The reactants are: [NH2:1][C:2]1[S:3][CH:4]=[C:5]([C:7]([O:9][CH2:10][CH3:11])=[O:8])[N:6]=1.[I:12]N1C(=O)CCC1=O. (2) Given the product [CH3:19][N:2]1[CH:3]=[C:4]2[C:9]([CH:8]=[CH:7][CH:6]=[C:5]2[C:10]([O:12][CH3:13])=[O:11])=[N:1]1, predict the reactants needed to synthesize it. The reactants are: [NH:1]1[C:9]2[CH:8]=[CH:7][CH:6]=[C:5]([C:10]([O:12][CH3:13])=[O:11])[C:4]=2[CH:3]=[N:2]1.F[B-](F)(F)F.[CH3:19][O+](C)C.